Dataset: Forward reaction prediction with 1.9M reactions from USPTO patents (1976-2016). Task: Predict the product of the given reaction. (1) Given the reactants [OH:1][CH:2]([C:6]1[CH:11]=[CH:10][C:9]([C:12]2[N:16]=[C:15]([C:17]3[CH:18]=[N:19][N:20]([C:26]4[CH:31]=[CH:30][CH:29]=[CH:28][CH:27]=4)[C:21]=3[C:22]([F:25])([F:24])[F:23])[O:14][N:13]=2)=[CH:8][CH:7]=1)[C:3]([OH:5])=O.[NH2:32][CH2:33][C:34]([O:36][C:37]([CH3:40])([CH3:39])[CH3:38])=[O:35].CN(C(ON1N=NC2C=CC=NC1=2)=[N+](C)C)C.F[P-](F)(F)(F)(F)F.CN1CCOCC1, predict the reaction product. The product is: [OH:1][CH:2]([C:6]1[CH:11]=[CH:10][C:9]([C:12]2[N:16]=[C:15]([C:17]3[CH:18]=[N:19][N:20]([C:26]4[CH:27]=[CH:28][CH:29]=[CH:30][CH:31]=4)[C:21]=3[C:22]([F:25])([F:24])[F:23])[O:14][N:13]=2)=[CH:8][CH:7]=1)[C:3]([NH:32][CH2:33][C:34]([O:36][C:37]([CH3:40])([CH3:39])[CH3:38])=[O:35])=[O:5]. (2) Given the reactants C(O)(C(F)(F)F)=O.[NH2:8][C:9]1[C:28]([Br:29])=[CH:27][C:12]2[C:13]([C:22]([O:24][CH2:25][CH3:26])=[O:23])=[C:14]([C:16]3(O)[CH2:20][CH2:19][CH2:18][CH2:17]3)[O:15][C:11]=2[CH:10]=1.C([O-])(O)=O.[Na+], predict the reaction product. The product is: [NH2:8][C:9]1[C:28]([Br:29])=[CH:27][C:12]2[C:13]([C:22]([O:24][CH2:25][CH3:26])=[O:23])=[C:14]([C:16]3[CH2:20][CH2:19][CH2:18][CH:17]=3)[O:15][C:11]=2[CH:10]=1. (3) Given the reactants [C:1]1([C:7]([C:14]2[CH:19]=[CH:18][CH:17]=[CH:16][CH:15]=2)([CH3:13])[C:8]([N:10]=[C:11]=[O:12])=[O:9])[CH:6]=[CH:5][CH:4]=[CH:3][CH:2]=1.[CH2:20]([OH:24])[CH2:21][CH2:22][CH3:23], predict the reaction product. The product is: [CH2:20]([O:24][C:11](=[O:12])[NH:10][C:8](=[O:9])[C:7]([C:1]1[CH:2]=[CH:3][CH:4]=[CH:5][CH:6]=1)([C:14]1[CH:19]=[CH:18][CH:17]=[CH:16][CH:15]=1)[CH3:13])[CH2:21][CH2:22][CH3:23]. (4) Given the reactants Br.C([N:9]1[C:13]2=[C:14]([N+:29]([O-:31])=[O:30])[C:15]([NH:20][C:21]3[CH:26]=[CH:25][C:24]([I:27])=[CH:23][C:22]=3[F:28])=[C:16]([CH3:19])[C:17](=[O:18])[N:12]2[CH2:11][CH2:10]1)C1C=CC=CC=1.C(OC(=O)C)C.C([O-])(O)=O.[Na+], predict the reaction product. The product is: [F:28][C:22]1[CH:23]=[C:24]([I:27])[CH:25]=[CH:26][C:21]=1[NH:20][C:15]1[C:14]([N+:29]([O-:31])=[O:30])=[C:13]2[NH:9][CH2:10][CH2:11][N:12]2[C:17](=[O:18])[C:16]=1[CH3:19]. (5) Given the reactants Cl[C:2]1[N:11]=[CH:10][CH:9]=[C:8]2[C:3]=1[C:4]1[CH:16]=[C:15]([F:17])[CH:14]=[CH:13][C:5]=1[N:6]=[C:7]2Cl.[CH:18]1([NH2:21])[CH2:20][CH2:19]1.Cl.C(=O)([O-])[OH:24].[Na+], predict the reaction product. The product is: [CH:18]1([NH:21][C:7]2[C:8]3[CH:9]=[CH:10][NH:11][C:2](=[O:24])[C:3]=3[C:4]3[CH:16]=[C:15]([F:17])[CH:14]=[CH:13][C:5]=3[N:6]=2)[CH2:20][CH2:19]1. (6) The product is: [NH2:1][C:2]1[C:7]2=[C:8]([Br:18])[CH:9]=[C:10]([C:11]([O:13][CH2:14][CH2:15][CH2:16][CH3:17])=[O:12])[N:6]2[N:5]=[CH:4][N:3]=1. Given the reactants [NH2:1][C:2]1[C:7]2=[CH:8][CH:9]=[C:10]([C:11]([O:13][CH2:14][CH2:15][CH2:16][CH3:17])=[O:12])[N:6]2[N:5]=[CH:4][N:3]=1.[Br:18]N1C(C)(C)C(=O)N(Br)C1=O, predict the reaction product. (7) The product is: [N:25]1([C:28]([NH:1][C:2]2[N:7]=[CH:6][C:5]([O:8][C:9]3[CH:10]=[C:11]([NH:15][C:16](=[O:22])[O:17][C:18]([CH3:19])([CH3:21])[CH3:20])[CH:12]=[CH:13][CH:14]=3)=[CH:4][CH:3]=2)=[O:36])[CH2:26][CH2:27][CH2:23][CH2:24]1. Given the reactants [NH2:1][C:2]1[N:7]=[CH:6][C:5]([O:8][C:9]2[CH:10]=[C:11]([NH:15][C:16](=[O:22])[O:17][C:18]([CH3:21])([CH3:20])[CH3:19])[CH:12]=[CH:13][CH:14]=2)=[CH:4][CH:3]=1.[CH3:23][CH2:24][N:25]([CH2:28]C)[CH2:26][CH3:27].C1([O:36]C(Cl)=O)C=CC=CC=1.N1CCCC1, predict the reaction product.